Predict the reactants needed to synthesize the given product. From a dataset of Full USPTO retrosynthesis dataset with 1.9M reactions from patents (1976-2016). (1) Given the product [C:28]([N:17]1[C:16](=[O:32])[C:15]([NH:14][CH2:13][CH2:12][O:11][C:35]2[CH:34]=[N:33][CH:38]=[CH:37][CH:36]=2)=[C:19]([C:20]2[CH:21]=[CH:22][CH:23]=[CH:24][CH:25]=2)[S:18]1(=[O:27])=[O:26])([CH3:31])([CH3:30])[CH3:29], predict the reactants needed to synthesize it. The reactants are: CC1C=CC(S([O:11][CH2:12][CH2:13][NH:14][C:15]2[C:16](=[O:32])[N:17]([C:28]([CH3:31])([CH3:30])[CH3:29])[S:18](=[O:27])(=[O:26])[C:19]=2[C:20]2[CH:25]=[CH:24][CH:23]=[CH:22][CH:21]=2)(=O)=O)=CC=1.[N:33]1[CH:38]=[CH:37][CH:36]=[C:35](O)[CH:34]=1.C(=O)([O-])[O-].[K+].[K+]. (2) Given the product [Br:1][C:2]1[CH:7]=[CH:6][C:5]([C:8]2[N:24]([CH:19]3[CH2:23][CH2:22][CH2:21][CH2:20]3)[N:11]=[CH:10][CH:9]=2)=[C:4]([N+:15]([O-:17])=[O:16])[CH:3]=1, predict the reactants needed to synthesize it. The reactants are: [Br:1][C:2]1[CH:7]=[CH:6][C:5]([C:8](=O)/[CH:9]=[CH:10]/[N:11](C)C)=[C:4]([N+:15]([O-:17])=[O:16])[CH:3]=1.Cl.[CH:19]1([NH:24]N)[CH2:23][CH2:22][CH2:21][CH2:20]1.O.C(OCC)(=O)C.[OH-].[Na+].